This data is from Forward reaction prediction with 1.9M reactions from USPTO patents (1976-2016). The task is: Predict the product of the given reaction. (1) Given the reactants [OH:1][CH2:2][CH2:3][NH:4][C:5](=[O:11])[O:6][C:7]([CH3:10])([CH3:9])[CH3:8].[H-].[Na+].Cl[CH2:15][C:16]([CH2:18]Cl)=[CH2:17], predict the reaction product. The product is: [C:7]([O:6][C:5]([N:4]1[CH2:18][C:16](=[CH2:15])[CH2:17][O:1][CH2:2][CH2:3]1)=[O:11])([CH3:8])([CH3:10])[CH3:9]. (2) Given the reactants [CH3:1][C:2]([O:5][C:6]([N:8]1[CH2:13][CH2:12][CH2:11][C@H:10]([C:14](O)=[O:15])[C@@H:9]1[CH3:17])=[O:7])([CH3:4])[CH3:3].CN1CCOCC1.ClC(OCC)=O.[BH4-].[Na+], predict the reaction product. The product is: [OH:15][CH2:14][C@H:10]1[CH2:11][CH2:12][CH2:13][N:8]([C:6]([O:5][C:2]([CH3:4])([CH3:3])[CH3:1])=[O:7])[C@H:9]1[CH3:17]. (3) Given the reactants Br[C:2]1[S:3][CH:4]=[CH:5][C:6]=1[Br:7].[Li]CCCC.[CH3:13][O:14][CH2:15][CH2:16]OS(C1C=CC(C)=CC=1)(=O)=O, predict the reaction product. The product is: [Br:7][C:6]1[CH:5]=[CH:4][S:3][C:2]=1[CH2:16][CH2:15][O:14][CH3:13]. (4) Given the reactants [C:1]1(=[O:8])[O:7]CCC[CH2:3][CH2:2]1.[C:9]([O:13][CH2:14][CH2:15]O)(=[O:12])C=C.CC1(C)CC(C[N:26]=C=O)(C)CC(N=C=O)C1.C(C(CCCC)C([O-])=O)C.C(C(CCCC)C([O-])=O)C.C(C(CCCC)C([O-])=O)C.[Bi+3].C(C(CCCC)C(O)=O)C, predict the reaction product. The product is: [C:1]([OH:8])(=[O:7])[CH:2]=[CH2:3].[NH2:26][C:9]([O:13][CH2:14][CH3:15])=[O:12]. (5) Given the reactants [C:1]([C:3]1[NH:4][C:5]2[C:10]([CH:11]=1)=[CH:9][CH:8]=[CH:7][C:6]=2[NH:12][S:13]([C:16]1[S:17][CH:18]=[CH:19][CH:20]=1)(=[O:15])=[O:14])#[N:2].C[Si]([N:25]=[N+:26]=[N-:27])(C)C.C([Sn](=O)CCCC)CCC.O1CCCC1, predict the reaction product. The product is: [N:2]1[NH:25][N:26]=[N:27][C:1]=1[C:3]1[NH:4][C:5]2[C:10]([CH:11]=1)=[CH:9][CH:8]=[CH:7][C:6]=2[NH:12][S:13]([C:16]1[S:17][CH:18]=[CH:19][CH:20]=1)(=[O:14])=[O:15].